From a dataset of Forward reaction prediction with 1.9M reactions from USPTO patents (1976-2016). Predict the product of the given reaction. (1) Given the reactants [C:1]12([C:11]3[CH:12]=[C:13]([C:19]4[CH:20]=[C:21]([CH:24]=[CH:25][CH:26]=4)[CH:22]=O)[CH:14]=[C:15]([F:18])[C:16]=3[OH:17])[CH2:10][CH:5]3[CH2:6][CH:7]([CH2:9][CH:3]([CH2:4]3)[CH2:2]1)[CH2:8]2.[S:27]1[CH2:33][C:31](=[O:32])[NH:30][C:28]1=S.[CH3:34][C@H:35]1[O:40][C@H:39]([CH3:41])[CH2:38][NH:37][CH2:36]1, predict the reaction product. The product is: [C:1]12([C:11]3[CH:12]=[C:13]([C:19]4[CH:20]=[C:21]([CH:24]=[CH:25][CH:26]=4)[CH:22]=[C:33]4[S:27][C:28]([N:37]5[CH2:38][C@@H:39]([CH3:41])[O:40][C@H:35]([CH3:34])[CH2:36]5)=[N:30][C:31]4=[O:32])[CH:14]=[C:15]([F:18])[C:16]=3[OH:17])[CH2:10][CH:5]3[CH2:4][CH:3]([CH2:9][CH:7]([CH2:6]3)[CH2:8]1)[CH2:2]2. (2) Given the reactants Br[C:2]1[CH:3]=[C:4]([CH2:8][NH2:9])[CH:5]=[CH:6][CH:7]=1.C(OC(OC(C)(C)C)=O)(OC(C)(C)C)=O.CC1(C)C(C)(C)OB(B2OC(C)(C)C(C)(C)O2)O1.Cl[C:44]1[CH:49]=[CH:48][N:47]=[C:46]([NH2:50])[C:45]=1[N+:51]([O-])=O.[CH3:54][N:55]1[CH:59]=[C:58]([CH:60]=O)[CH:57]=[N:56]1.[C:62]([C:66]1[O:70][N:69]=[C:68]([C:71]([O-])=[O:72])[N:67]=1)([CH3:65])([CH3:64])[CH3:63], predict the reaction product. The product is: [C:62]([C:66]1[O:70][N:69]=[C:68]([C:71]([NH:9][CH2:8][C:4]2[CH:5]=[CH:6][CH:7]=[C:2]([C:44]3[CH:49]=[CH:48][N:47]=[C:46]4[NH:50][C:60]([C:58]5[CH:57]=[N:56][N:55]([CH3:54])[CH:59]=5)=[N:51][C:45]=34)[CH:3]=2)=[O:72])[N:67]=1)([CH3:65])([CH3:63])[CH3:64]. (3) Given the reactants [C:1]([O:5][C:6]([N:8]1[CH2:12][CH2:11][C@@H:10]([NH:13][C:14]2[N:19]=[C:18](F)[CH:17]=[C:16]([NH:21][C:22]3[CH:27]=[C:26]([C:28](=[O:31])[NH:29][CH3:30])[CH:25]=[CH:24][C:23]=3[CH3:32])[N:15]=2)[CH2:9]1)=[O:7])([CH3:4])([CH3:3])[CH3:2].Cl.[CH3:34][NH:35][CH2:36][C:37]([CH3:40])([CH3:39])[CH3:38].CCN(C(C)C)C(C)C, predict the reaction product. The product is: [C:1]([O:5][C:6]([N:8]1[CH2:12][CH2:11][C@@H:10]([NH:13][C:14]2[N:19]=[C:18]([N:35]([CH2:36][C:37]([CH3:40])([CH3:39])[CH3:38])[CH3:34])[CH:17]=[C:16]([NH:21][C:22]3[CH:27]=[C:26]([C:28](=[O:31])[NH:29][CH3:30])[CH:25]=[CH:24][C:23]=3[CH3:32])[N:15]=2)[CH2:9]1)=[O:7])([CH3:4])([CH3:3])[CH3:2].